This data is from Reaction yield outcomes from USPTO patents with 853,638 reactions. The task is: Predict the reaction yield, written as a fraction of the theoretical maximum amount of product (1.0 means a 100% yield; for example, 0.34 means a 34% yield). (1) The reactants are O1[C:5]2([CH2:10][CH2:9][CH:8]([N:11]3[C:16](=[O:17])[C:15]([CH2:18][C:19]4[CH:24]=[CH:23][C:22]([C:25]5[C:26]([C:31]#[N:32])=[CH:27][CH:28]=[CH:29][CH:30]=5)=[CH:21][CH:20]=4)=[C:14]([CH2:33][CH2:34][CH3:35])[N:13]4[N:36]=[CH:37][CH:38]=[C:12]34)[CH2:7][CH2:6]2)[O:4]CC1.Cl.[OH-].[Na+]. The catalyst is O1CCCC1.C(OCC)(=O)C. The product is [OH:4][C@H:5]1[CH2:6][CH2:7][C@H:8]([N:11]2[C:16](=[O:17])[C:15]([CH2:18][C:19]3[CH:24]=[CH:23][C:22]([C:25]4[C:26]([C:31]#[N:32])=[CH:27][CH:28]=[CH:29][CH:30]=4)=[CH:21][CH:20]=3)=[C:14]([CH2:33][CH2:34][CH3:35])[N:13]3[N:36]=[CH:37][CH:38]=[C:12]23)[CH2:9][CH2:10]1. The yield is 0.730. (2) The reactants are [Cl:1][C:2]1[C:7]([F:8])=[CH:6][CH:5]=[C:4]([Cl:9])[C:3]=1/[CH:10]=[N:11]/[N:12]1[C:20]2[C:15](=[N:16][CH:17]=[C:18]([C:21]3[CH:22]=[N:23][N:24]([CH:26]4[CH2:31][CH2:30][N:29](C(OC(C)(C)C)=O)[CH2:28][CH2:27]4)[CH:25]=3)[CH:19]=2)[CH:14]=[CH:13]1.Cl. The catalyst is CO. The product is [Cl:1][C:2]1[C:7]([F:8])=[CH:6][CH:5]=[C:4]([Cl:9])[C:3]=1/[CH:10]=[N:11]/[N:12]1[C:20]2[C:15](=[N:16][CH:17]=[C:18]([C:21]3[CH:22]=[N:23][N:24]([CH:26]4[CH2:27][CH2:28][NH:29][CH2:30][CH2:31]4)[CH:25]=3)[CH:19]=2)[CH:14]=[CH:13]1. The yield is 0.530. (3) The product is [C:13]1([CH:12]=[CH:44][C:43]2[CH:42]=[C:41]([CH:48]=[CH:47][CH:46]=2)[C:38]([OH:40])=[O:39])[CH:18]=[CH:17][CH:16]=[CH:15][CH:14]=1. The yield is 0.170. The catalyst is C1COCC1.C(OCC)(=O)C. The reactants are C[Si]([N-][Si](C)(C)C)(C)C.[Li+].[Br-].[CH2:12]([P+](C1C=CC=CC=1)(C1C=CC=CC=1)C1C=CC=CC=1)[C:13]1[CH:18]=[CH:17][CH:16]=[CH:15][CH:14]=1.[C:38]([C:41]1[CH:42]=[C:43]([CH:46]=[CH:47][CH:48]=1)[CH:44]=O)([OH:40])=[O:39].Cl. (4) The reactants are [ClH:1].C(OC([N:9]1[CH2:12][CH:11]([C:13]2[C:18]([CH:19]3[CH2:24][CH2:23][O:22][CH2:21][CH2:20]3)=[N:17][CH:16]=[CH:15][N:14]=2)[CH2:10]1)=O)(C)(C)C. The catalyst is CO. The product is [ClH:1].[NH:9]1[CH2:12][CH:11]([C:13]2[C:18]([CH:19]3[CH2:24][CH2:23][O:22][CH2:21][CH2:20]3)=[N:17][CH:16]=[CH:15][N:14]=2)[CH2:10]1. The yield is 1.00. (5) The reactants are [S:1]1(=[O:11])(=[O:10])[N:5]2[CH2:6][CH2:7][NH:8][CH2:9][CH:4]2[CH2:3][CH2:2]1.C1COCC1.[CH3:17][O:18][C:19]1[CH:60]=[CH:59][C:22]([CH2:23][N:24]([CH2:50][C:51]2[CH:56]=[CH:55][C:54]([O:57][CH3:58])=[CH:53][CH:52]=2)[C:25]2[N:30]=[C:29]([CH3:31])[N:28]=[C:27]([C:32]3[C:33]([NH:40][C:41]4[CH:42]=[N:43][C:44]([O:48][CH3:49])=[C:45]([F:47])[CH:46]=4)=[N:34][CH:35]=[C:36]([CH:39]=3)[CH:37]=O)[N:26]=2)=[CH:21][CH:20]=1.C([BH3-])#N.[Na+]. The catalyst is [O-]CC.[Ti+4].[O-]CC.[O-]CC.[O-]CC. The product is [O:11]=[S:1]1(=[O:10])[N:5]2[CH2:6][CH2:7][N:8]([CH2:37][C:36]3[CH:39]=[C:32]([C:27]4[N:28]=[C:29]([CH3:31])[N:30]=[C:25]([N:24]([CH2:23][C:22]5[CH:59]=[CH:60][C:19]([O:18][CH3:17])=[CH:20][CH:21]=5)[CH2:50][C:51]5[CH:56]=[CH:55][C:54]([O:57][CH3:58])=[CH:53][CH:52]=5)[N:26]=4)[C:33]([NH:40][C:41]4[CH:42]=[N:43][C:44]([O:48][CH3:49])=[C:45]([F:47])[CH:46]=4)=[N:34][CH:35]=3)[CH2:9][CH:4]2[CH2:3][CH2:2]1. The yield is 0.770. (6) The product is [F:45][C:18]1[CH:19]=[C:20]2[C:24](=[C:16]([NH:14][CH3:15])[CH:17]=1)[NH:23][C:22]1[N:25]=[C:26]([O:37][C:38]3[CH:39]=[N:40][C:41]([CH3:44])=[N:42][CH:43]=3)[N:27]=[C:28]([S:54][CH2:53][C:58]3[CH:59]=[CH:60][C:67]([O:50][CH3:47])=[CH:66][CH:65]=3)[C:21]2=1. The reactants are N1(CC(OCOC(=O)[N:14]([C:16]2[CH:17]=[C:18]([F:45])[CH:19]=[C:20]3[C:24]=2[NH:23][C:22]2[N:25]=[C:26]([O:37][C:38]4[CH:39]=[N:40][C:41]([CH3:44])=[N:42][CH:43]=4)[N:27]=[C:28](N4C[C@H]5C[C@@H]4C[C@H]5N)[C:21]3=2)[CH3:15])=O)CCNCC1.[C:47](=[O:50])([O-])[O-].[K+].[K+].[CH3:53][SH:54].CC1N=[CH:60][C:59](O)=[CH:58]N=1.CN1C(=O)[CH2:67][CH2:66][CH2:65]1. No catalyst specified. The yield is 0.830.